Task: Predict the product of the given reaction.. Dataset: Forward reaction prediction with 1.9M reactions from USPTO patents (1976-2016) (1) Given the reactants [C:1]1([C:9]2[CH:14]=[CH:13][CH:12]=[CH:11][CH:10]=2)[CH:6]=[CH:5][CH:4]=[C:3]([CH:7]=O)[CH:2]=1.[NH3:15].CO, predict the reaction product. The product is: [C:9]1([C:1]2[CH:2]=[C:3]([CH:4]=[CH:5][CH:6]=2)[CH2:7][NH2:15])[CH:14]=[CH:13][CH:12]=[CH:11][CH:10]=1. (2) Given the reactants [Br:1][CH2:2][C:3]1[CH:11]=[CH:10][C:6]([C:7]([OH:9])=[O:8])=[CH:5][CH:4]=1.[C:12](O)([CH3:15])([CH3:14])[CH3:13].[O-]S([O-])(=O)=O.[Mg+2].S(=O)(=O)(O)O, predict the reaction product. The product is: [Br:1][CH2:2][C:3]1[CH:11]=[CH:10][C:6]([C:7]([O:9][C:12]([CH3:15])([CH3:14])[CH3:13])=[O:8])=[CH:5][CH:4]=1. (3) Given the reactants [CH2:1]([O:5][C:6]1[CH:7]=[C:8](/[CH:21]=[CH:22]/[C:23]([O:25][CH3:26])=[O:24])[CH:9]=[CH:10][C:11]=1B1OC(C)(C)C(C)(C)O1)[CH2:2][CH2:3][CH3:4].Br[C:28]1[N:33]=[C:32]([N:34]([CH3:44])[C:35]([NH:37][C:38]2C=[CH:42][CH:41]=[CH:40][CH:39]=2)=[O:36])[CH:31]=[CH:30][CH:29]=1, predict the reaction product. The product is: [CH2:1]([O:5][C:6]1[CH:7]=[C:8](/[CH:21]=[CH:22]/[C:23]([O:25][CH3:26])=[O:24])[CH:9]=[CH:10][C:11]=1[C:28]1[CH:29]=[CH:30][CH:31]=[C:32]([N:34]([CH3:44])[C:35]([NH:37][CH2:38][CH2:39][CH2:40][CH2:41][CH3:42])=[O:36])[N:33]=1)[CH2:2][CH2:3][CH3:4]. (4) Given the reactants Br[C:2]1[C:10]2[C:5](=[N:6][CH:7]=[C:8]([NH:11][C:12](=[O:28])[C:13]3[C:18]([F:19])=[CH:17][CH:16]=[C:15]([NH:20][S:21]([CH2:24][CH2:25][CH3:26])(=[O:23])=[O:22])[C:14]=3[F:27])[CH:9]=2)[NH:4][N:3]=1.[CH3:29][N:30]([CH3:49])[CH2:31][CH2:32][O:33][C:34]1[CH:39]=[CH:38][CH:37]=[C:36](B2OC(C)(C)C(C)(C)O2)[CH:35]=1.C([O-])([O-])=O.[K+].[K+], predict the reaction product. The product is: [CH3:29][N:30]([CH3:49])[CH2:31][CH2:32][O:33][C:34]1[CH:35]=[C:36]([C:2]2[C:10]3[C:5](=[N:6][CH:7]=[C:8]([NH:11][C:12](=[O:28])[C:13]4[C:18]([F:19])=[CH:17][CH:16]=[C:15]([NH:20][S:21]([CH2:24][CH2:25][CH3:26])(=[O:23])=[O:22])[C:14]=4[F:27])[CH:9]=3)[NH:4][N:3]=2)[CH:37]=[CH:38][CH:39]=1. (5) Given the reactants [CH3:1][C@H:2]1[CH2:7][NH:6][CH2:5][C@@H:4]([CH3:8])[NH:3]1.C(=O)(O)[O-].[Na+].[CH2:14](Br)[C:15]1[CH:20]=[CH:19][CH:18]=[CH:17][CH:16]=1, predict the reaction product. The product is: [CH2:14]([N:6]1[CH2:5][C@H:4]([CH3:8])[NH:3][C@H:2]([CH3:1])[CH2:7]1)[C:15]1[CH:20]=[CH:19][CH:18]=[CH:17][CH:16]=1.